Dataset: Forward reaction prediction with 1.9M reactions from USPTO patents (1976-2016). Task: Predict the product of the given reaction. (1) Given the reactants Br[CH2:2][C:3](=O)[C:4]([C:6]1[CH:11]=[CH:10][CH:9]=[CH:8][CH:7]=1)=[O:5].[NH2:13][C:14]1[CH:19]=[CH:18][C:17]([I:20])=[CH:16][N:15]=1, predict the reaction product. The product is: [I:20][C:17]1[CH:18]=[CH:19][C:14]2[N:15]([CH:2]=[C:3]([C:4]([C:6]3[CH:11]=[CH:10][CH:9]=[CH:8][CH:7]=3)=[O:5])[N:13]=2)[CH:16]=1. (2) Given the reactants [CH3:1][C:2]([C:9]1[NH:10][C:11]2[C:16]([CH:17]=1)=[CH:15][C:14]([N+:18]([O-:20])=[O:19])=[CH:13][CH:12]=2)([CH3:8])[C:3]([O:5]CC)=[O:4].O[Li].O.Cl, predict the reaction product. The product is: [CH3:8][C:2]([C:9]1[NH:10][C:11]2[C:16]([CH:17]=1)=[CH:15][C:14]([N+:18]([O-:20])=[O:19])=[CH:13][CH:12]=2)([CH3:1])[C:3]([OH:5])=[O:4]. (3) Given the reactants FC(F)(F)C(O)=O.[CH3:8][O:9][C:10]([C:12]1[S:13][C:14]([S:32][CH3:33])=[C:15]([S:17]([C:20]2[CH:25]=[C:24]([O:26]C(C)(C)C)[CH:23]=[C:22]([Br:31])[CH:21]=2)(=[O:19])=[O:18])[CH:16]=1)=[O:11], predict the reaction product. The product is: [CH3:8][O:9][C:10]([C:12]1[S:13][C:14]([S:32][CH3:33])=[C:15]([S:17]([C:20]2[CH:25]=[C:24]([OH:26])[CH:23]=[C:22]([Br:31])[CH:21]=2)(=[O:18])=[O:19])[CH:16]=1)=[O:11]. (4) Given the reactants Cl.Cl.[O:3]1[C:8]2=[CH:9][CH:10]=[CH:11][C:7]2=[CH:6][C:5]([CH:12]2[CH2:17][CH2:16][CH2:15][CH2:14][N:13]2[CH2:18][CH2:19][C@H:20]2[CH2:25][CH2:24][C@H:23]([NH2:26])[CH2:22][CH2:21]2)=[CH:4]1.[F:27][C:28]([F:39])([F:38])[CH:29]1[CH2:34][CH2:33][CH:32]([C:35](O)=[O:36])[CH2:31][CH2:30]1, predict the reaction product. The product is: [O:3]1[C:8]2=[CH:9][CH:10]=[CH:11][C:7]2=[CH:6][C:5]([CH:12]2[CH2:17][CH2:16][CH2:15][CH2:14][N:13]2[CH2:18][CH2:19][C@H:20]2[CH2:21][CH2:22][C@H:23]([NH:26][C:35]([CH:32]3[CH2:31][CH2:30][CH:29]([C:28]([F:27])([F:38])[F:39])[CH2:34][CH2:33]3)=[O:36])[CH2:24][CH2:25]2)=[CH:4]1. (5) The product is: [CH2:1]([N:8]1[CH2:13][CH2:12][O:11][CH:10]([C:14]2[CH:19]=[CH:18][C:17]([O:29][C:25]3[CH:26]=[CH:27][CH:28]=[C:23]([C:22]([F:21])([F:30])[F:31])[CH:24]=3)=[CH:16][CH:15]=2)[CH2:9]1)[C:2]1[CH:7]=[CH:6][CH:5]=[CH:4][CH:3]=1. Given the reactants [CH2:1]([N:8]1[CH2:13][CH2:12][O:11][CH:10]([C:14]2[CH:19]=[CH:18][C:17](Br)=[CH:16][CH:15]=2)[CH2:9]1)[C:2]1[CH:7]=[CH:6][CH:5]=[CH:4][CH:3]=1.[F:21][C:22]([F:31])([F:30])[C:23]1[CH:24]=[C:25]([OH:29])[CH:26]=[CH:27][CH:28]=1.CC(C)(C(=O)CC(=O)C(C)(C)C)C.C(=O)([O-])[O-].[Cs+].[Cs+], predict the reaction product. (6) The product is: [CH3:25][O:1][C:2]1([CH2:7][CH2:8][C@H:9]2[CH2:13][O:12][C:11]([CH3:15])([CH3:14])[N:10]2[C:16]([O:18][C:19]([CH3:22])([CH3:21])[CH3:20])=[O:17])[CH2:6][CH2:5][CH2:4][CH2:3]1. Given the reactants [OH:1][C:2]1([CH2:7][CH2:8][C@H:9]2[CH2:13][O:12][C:11]([CH3:15])([CH3:14])[N:10]2[C:16]([O:18][C:19]([CH3:22])([CH3:21])[CH3:20])=[O:17])[CH2:6][CH2:5][CH2:4][CH2:3]1.[H-].[Na+].[CH3:25]I, predict the reaction product. (7) Given the reactants C[O:2][C:3](=[O:27])[C:4]1[C:9]([NH:10][CH:11]([CH2:14][CH3:15])[CH2:12][CH3:13])=[CH:8][C:7]([CH3:16])=[N:6][C:5]=1[O:17][C:18]1[C:23]([CH3:24])=[CH:22][C:21]([CH3:25])=[CH:20][C:19]=1[CH3:26].[OH-].[Li+], predict the reaction product. The product is: [CH2:12]([CH:11]([NH:10][C:9]1[C:4]([C:3]([OH:27])=[O:2])=[C:5]([O:17][C:18]2[C:23]([CH3:24])=[CH:22][C:21]([CH3:25])=[CH:20][C:19]=2[CH3:26])[N:6]=[C:7]([CH3:16])[CH:8]=1)[CH2:14][CH3:15])[CH3:13]. (8) Given the reactants [NH2:1][C:2]1[CH:29]=[CH:28][C:27]([C:30]([F:33])([F:32])[F:31])=[CH:26][C:3]=1[CH2:4][NH:5][C@H:6]1[C@H:10]([C:11]2[CH:16]=[CH:15][CH:14]=[CH:13][CH:12]=2)[CH2:9][N:8]([S:17]([C:20]2[N:21]=[CH:22][N:23]([CH3:25])[CH:24]=2)(=[O:19])=[O:18])[CH2:7]1.C(N(CC)CC)C.[CH3:41][OH:42], predict the reaction product. The product is: [CH3:25][N:23]1[CH:24]=[C:20]([S:17]([N:8]2[CH2:9][C@@H:10]([C:11]3[CH:16]=[CH:15][CH:14]=[CH:13][CH:12]=3)[C@H:6]([N:5]3[CH2:4][C:3]4[C:2](=[CH:29][CH:28]=[C:27]([C:30]([F:32])([F:33])[F:31])[CH:26]=4)[NH:1][C:41]3=[O:42])[CH2:7]2)(=[O:19])=[O:18])[N:21]=[CH:22]1. (9) Given the reactants [C:1]([C:5]1[CH:10]=[CH:9][C:8]([CH2:11][C:12](O)=[O:13])=[C:7]([O:15][CH3:16])[CH:6]=1)([CH3:4])([CH3:3])[CH3:2].C(Cl)[Cl:18], predict the reaction product. The product is: [C:1]([C:5]1[CH:10]=[CH:9][C:8]([CH2:11][C:12]([Cl:18])=[O:13])=[C:7]([O:15][CH3:16])[CH:6]=1)([CH3:4])([CH3:3])[CH3:2].